This data is from Peptide-MHC class I binding affinity with 185,985 pairs from IEDB/IMGT. The task is: Regression. Given a peptide amino acid sequence and an MHC pseudo amino acid sequence, predict their binding affinity value. This is MHC class I binding data. (1) The peptide sequence is SLYNTVATL. The binding affinity (normalized) is 0.0200. The MHC is HLA-B45:01 with pseudo-sequence HLA-B45:01. (2) The peptide sequence is KEGFFTYLCG. The MHC is HLA-B18:01 with pseudo-sequence HLA-B18:01. The binding affinity (normalized) is 0. (3) The peptide sequence is HEGEGIPLY. The MHC is HLA-A24:02 with pseudo-sequence HLA-A24:02. The binding affinity (normalized) is 0.0847. (4) The peptide sequence is WMSPTYQSW. The MHC is HLA-B58:01 with pseudo-sequence HLA-B58:01. The binding affinity (normalized) is 0.799. (5) The peptide sequence is ESSVKEKDM. The MHC is HLA-A11:01 with pseudo-sequence HLA-A11:01. The binding affinity (normalized) is 0.0847. (6) The peptide sequence is KYYTSYTLK. The MHC is HLA-B08:01 with pseudo-sequence HLA-B08:01. The binding affinity (normalized) is 0.0847. (7) The peptide sequence is RFSWLSLLVPF. The MHC is HLA-A24:02 with pseudo-sequence HLA-A24:02. The binding affinity (normalized) is 0.574. (8) The peptide sequence is ESGRLIDFL. The MHC is Mamu-A02 with pseudo-sequence Mamu-A02. The binding affinity (normalized) is 0.299. (9) The peptide sequence is STFTFPGIY. The MHC is HLA-B46:01 with pseudo-sequence HLA-B46:01. The binding affinity (normalized) is 0.0847.